From a dataset of Reaction yield outcomes from USPTO patents with 853,638 reactions. Predict the reaction yield, written as a fraction of the theoretical maximum amount of product (1.0 means a 100% yield; for example, 0.34 means a 34% yield). The reactants are [C:1]([O:5][C:6]([NH:8][C@@H:9]([CH2:20][CH2:21][CH2:22][C@H:23]([O:42][CH2:43][CH2:44][CH3:45])[C@H:24]([C@@H:30]([O:32]CC1C=CC(OC)=CC=1)[CH3:31])[CH2:25][CH2:26][CH:27]([CH3:29])[CH3:28])[C:10]([O:12][CH2:13][C:14]1[CH:19]=[CH:18][CH:17]=[CH:16][CH:15]=1)=[O:11])=[O:7])([CH3:4])([CH3:3])[CH3:2].C(C1C(=O)C(Cl)=C(Cl)C(=O)C=1C#N)#N.[OH-].[Na+]. The catalyst is O.C(Cl)Cl. The product is [C:1]([O:5][C:6]([NH:8][C@@H:9]([CH2:20][CH2:21][CH2:22][C@H:23]([O:42][CH2:43][CH2:44][CH3:45])[C@H:24]([C@@H:30]([OH:32])[CH3:31])[CH2:25][CH2:26][CH:27]([CH3:29])[CH3:28])[C:10]([O:12][CH2:13][C:14]1[CH:19]=[CH:18][CH:17]=[CH:16][CH:15]=1)=[O:11])=[O:7])([CH3:2])([CH3:3])[CH3:4]. The yield is 0.920.